This data is from Catalyst prediction with 721,799 reactions and 888 catalyst types from USPTO. The task is: Predict which catalyst facilitates the given reaction. (1) Reactant: C(OC(=O)[NH:7][CH:8]([C:10]1[CH:15]=[C:14]([CH:16]=[CH2:17])[C:13]([NH:18][S:19]([CH3:22])(=[O:21])=[O:20])=[C:12]([F:23])[CH:11]=1)[CH3:9])(C)(C)C.C1(C)C=CC=CC=1. Product: [NH2:7][CH:8]([C:10]1[CH:15]=[C:14]([CH:16]=[CH2:17])[C:13]([NH:18][S:19]([CH3:22])(=[O:21])=[O:20])=[C:12]([F:23])[CH:11]=1)[CH3:9]. The catalyst class is: 157. (2) Reactant: [Br:1][C:2]1[CH:7]=[CH:6][C:5]([C@@H:8]([NH:10][CH:11]([CH3:22])[CH2:12][C:13]([C:15]2[CH:20]=[CH:19][C:18]([F:21])=[CH:17][CH:16]=2)=[O:14])[CH3:9])=[CH:4][CH:3]=1.C([O-])([O-])=O.[K+].[K+].[C:29](Cl)(=[O:32])[O:30][CH3:31]. Product: [Br:1][C:2]1[CH:7]=[CH:6][C:5]([C@@H:8]([N:10]([CH:11]([CH2:12][C:13]([C:15]2[CH:16]=[CH:17][C:18]([F:21])=[CH:19][CH:20]=2)=[O:14])[CH3:22])[C:29](=[O:32])[O:30][CH3:31])[CH3:9])=[CH:4][CH:3]=1. The catalyst class is: 2. (3) Reactant: [C:1]1(=[O:11])[NH:5][C:4](=[O:6])[C:3]2=[CH:7][CH:8]=[CH:9][CH:10]=[C:2]12.[K].[I-].[Na+].Cl[CH2:16][CH2:17][CH2:18][CH2:19][C:20]1[N:21]([CH2:34][CH2:35][CH3:36])[N:22]=[C:23]2[C:32]=1[C:31]1[CH:30]=[CH:29][CH:28]=[CH:27][C:26]=1[N:25]=[C:24]2[NH2:33]. Product: [NH2:33][C:24]1[C:23]2=[N:22][N:21]([CH2:34][CH2:35][CH3:36])[C:20]([CH2:19][CH2:18][CH2:17][CH2:16][N:5]3[C:1](=[O:11])[C:2]4[C:3](=[CH:7][CH:8]=[CH:9][CH:10]=4)[C:4]3=[O:6])=[C:32]2[C:31]2[CH:30]=[CH:29][CH:28]=[CH:27][C:26]=2[N:25]=1. The catalyst class is: 3. (4) Reactant: C(OC(=O)[NH:7][C:8]1([C:11](=[O:36])[NH:12][CH2:13][C:14]2[CH:19]=[CH:18][C:17]([N:20]3[C:28]4[C:23](=[CH:24][CH:25]=[CH:26][CH:27]=4)[C:22]([Cl:29])=[C:21]3[C:30]3[N:34]=[C:33]([CH3:35])[O:32][N:31]=3)=[CH:16][CH:15]=2)[CH2:10][CH2:9]1)(C)(C)C.Cl.[OH-].[Na+]. Product: [Cl:29][C:22]1[C:23]2[C:28](=[CH:27][CH:26]=[CH:25][CH:24]=2)[N:20]([C:17]2[CH:18]=[CH:19][C:14]([CH2:13][NH:12][C:11]([C:8]3([NH2:7])[CH2:10][CH2:9]3)=[O:36])=[CH:15][CH:16]=2)[C:21]=1[C:30]1[N:34]=[C:33]([CH3:35])[O:32][N:31]=1. The catalyst class is: 13. (5) Reactant: [F:1][C:2]1[CH:13]=[CH:12][C:5]([O:6][CH:7]([CH3:11])C(O)=O)=[CH:4][CH:3]=1.CCN=C=NC[CH2:20][CH2:21][N:22]([CH3:24])[CH3:23].Cl.C1C=CC2N([OH:35])N=NC=2C=1.[C:36]([N:43]1[CH2:48]CNCC1)([O:38][C:39]([CH3:42])([CH3:41])[CH3:40])=[O:37]. Product: [F:1][C:2]1[CH:3]=[CH:4][C:5]([O:6][CH2:7][CH2:11][C:24]([N:22]2[CH2:21][CH2:20][N:43]([C:36]([O:38][C:39]([CH3:42])([CH3:41])[CH3:40])=[O:37])[CH2:48][CH2:23]2)=[O:35])=[CH:12][CH:13]=1. The catalyst class is: 12. (6) The catalyst class is: 3. Reactant: [CH2:1]([SH:3])[CH3:2].[H-].[Na+].CS(O[CH:11]1[CH2:16][CH2:15][N:14]([C:17]([O:19][C:20]([CH3:23])([CH3:22])[CH3:21])=[O:18])[CH2:13][CH2:12]1)(=O)=O. Product: [CH2:1]([S:3][CH:11]1[CH2:16][CH2:15][N:14]([C:17]([O:19][C:20]([CH3:23])([CH3:22])[CH3:21])=[O:18])[CH2:13][CH2:12]1)[CH3:2].